This data is from Full USPTO retrosynthesis dataset with 1.9M reactions from patents (1976-2016). The task is: Predict the reactants needed to synthesize the given product. The reactants are: Cl[C:2]1[N:3]=[C:4]([NH:11][C:12]2[CH:13]=[C:14]3[C:18](=[CH:19][CH:20]=2)[NH:17][N:16]=[CH:15]3)[C:5]2[CH2:10][O:9][CH2:8][C:6]=2[N:7]=1.[CH3:21][O:22][C:23]1[CH:24]=[C:25]2[C:29](=[CH:30][CH:31]=1)[CH2:28][NH:27][CH2:26]2.CCN(C(C)C)C(C)C. Given the product [NH:17]1[C:18]2[C:14](=[CH:13][C:12]([NH:11][C:4]3[C:5]4[CH2:10][O:9][CH2:8][C:6]=4[N:7]=[C:2]([N:27]4[CH2:26][C:25]5[C:29](=[CH:30][CH:31]=[C:23]([O:22][CH3:21])[CH:24]=5)[CH2:28]4)[N:3]=3)=[CH:20][CH:19]=2)[CH:15]=[N:16]1, predict the reactants needed to synthesize it.